This data is from Full USPTO retrosynthesis dataset with 1.9M reactions from patents (1976-2016). The task is: Predict the reactants needed to synthesize the given product. (1) Given the product [C:29]([C:11]1[CH:10]=[N:9][N:8]2[CH:31]=[C:5]([C:3]([OH:4])=[O:2])[C:6]([CH3:32])=[C:7]2[C:12]=1[NH:13][C:14]1[CH:15]=[CH:16][C:17]([O:20][C:21]2[CH:26]=[CH:25][CH:24]=[CH:23][C:22]=2[O:27][CH3:28])=[CH:18][CH:19]=1)#[N:30], predict the reactants needed to synthesize it. The reactants are: C[O:2][C:3]([C:5]1[C:6]([CH3:32])=[C:7]2[C:12]([NH:13][C:14]3[CH:19]=[CH:18][C:17]([O:20][C:21]4[CH:26]=[CH:25][CH:24]=[CH:23][C:22]=4[O:27][CH3:28])=[CH:16][CH:15]=3)=[C:11]([C:29]#[N:30])[CH:10]=[N:9][N:8]2[CH:31]=1)=[O:4].[OH-].[Na+]. (2) Given the product [C:24]1([C:33]2[C:34]3=[CH:47][CH:46]=[C:45]4[C:36]([CH:37]=[C:38]5[C:43]([CH:42]=[CH:41][CH:40]=[CH:39]5)=[CH:44]4)=[C:35]3[CH:30]=[CH:31][CH:32]=2)[CH:29]=[CH:28][CH:27]=[CH:26][CH:25]=1, predict the reactants needed to synthesize it. The reactants are: C1(C)C=CC=CC=1P(C1C=CC=CC=1C)C1C=CC=CC=1C.Br[C:24]1[CH:29]=[CH:28][CH:27]=[CH:26][CH:25]=1.[CH:30]1[C:35]2=[C:36]3[C:45](=[CH:46][CH:47]=[C:34]2[C:33](B(O)O)=[CH:32][CH:31]=1)[CH:44]=[C:43]1[C:38]([CH:39]=[CH:40][CH:41]=[CH:42]1)=[CH:37]3.P([O-])([O-])([O-])=O.[K+].[K+].[K+]. (3) Given the product [OH:2][N:1]=[C:10]([C:9]1[CH:12]=[CH:13][C:6]([CH2:5][CH2:4][OH:3])=[CH:7][CH:8]=1)[NH2:11], predict the reactants needed to synthesize it. The reactants are: [NH2:1][OH:2].[OH:3][CH2:4][CH2:5][C:6]1[CH:13]=[CH:12][C:9]([C:10]#[N:11])=[CH:8][CH:7]=1.